From a dataset of Forward reaction prediction with 1.9M reactions from USPTO patents (1976-2016). Predict the product of the given reaction. (1) Given the reactants [CH2:1]([C:3]1[CH:4]=[C:5]([C:17]#[C:18][Si](C)(C)C)[CH:6]=[C:7]2[C:12]=1[O:11][C:10]([CH3:14])([CH3:13])[CH2:9][C:8]2([CH3:16])[CH3:15])[CH3:2].CO.C(=O)([O-])[O-].[K+].[K+].C(OCC)(=O)C, predict the reaction product. The product is: [CH2:1]([C:3]1[CH:4]=[C:5]([C:17]#[CH:18])[CH:6]=[C:7]2[C:12]=1[O:11][C:10]([CH3:13])([CH3:14])[CH2:9][C:8]2([CH3:16])[CH3:15])[CH3:2]. (2) Given the reactants [Br:1][C:2]1[CH:7]=[CH:6][CH:5]=[CH:4][C:3]=1[N:8]1[CH2:13][CH2:12][NH:11][CH2:10][CH2:9]1.[BH3-][C:15]#N.[Na+], predict the reaction product. The product is: [Br:1][C:2]1[CH:7]=[CH:6][CH:5]=[CH:4][C:3]=1[N:8]1[CH2:13][CH2:12][N:11]([CH3:15])[CH2:10][CH2:9]1.